From a dataset of Cav3 T-type calcium channel HTS with 100,875 compounds. Binary Classification. Given a drug SMILES string, predict its activity (active/inactive) in a high-throughput screening assay against a specified biological target. The drug is Clc1c(NC(=O)COC(=O)CCc2ccc(S(=O)(=O)N3CCOCC3)cc2)ncc(c1)C(F)(F)F. The result is 0 (inactive).